Dataset: Reaction yield outcomes from USPTO patents with 853,638 reactions. Task: Predict the reaction yield, written as a fraction of the theoretical maximum amount of product (1.0 means a 100% yield; for example, 0.34 means a 34% yield). (1) The reactants are C(OC(C([O:8][C:9](=[O:40])[C@H:10]([C:33]1[CH:34]=[C:35]([CH3:39])[CH:36]=[CH:37][CH:38]=1)[CH2:11][C:12]1[CH:16]=[C:15]([C:17]2[CH:22]=[CH:21][C:20]([Cl:23])=[C:19]([Cl:24])[CH:18]=2)[N:14]([C:25]2[CH:30]=[CH:29][C:28]([O:31][CH3:32])=[CH:27][CH:26]=2)[N:13]=1)C)=O)C.Cl. The catalyst is C(O)(=O)C. The product is [Cl:24][C:19]1[CH:18]=[C:17]([C:15]2[N:14]([C:25]3[CH:26]=[CH:27][C:28]([O:31][CH3:32])=[CH:29][CH:30]=3)[N:13]=[C:12]([CH2:11][C@@H:10]([C:33]3[CH:34]=[C:35]([CH3:39])[CH:36]=[CH:37][CH:38]=3)[C:9]([OH:40])=[O:8])[CH:16]=2)[CH:22]=[CH:21][C:20]=1[Cl:23]. The yield is 0.980. (2) The reactants are CO[C:3]1[CH:8]=[C:7](N2CCN(C)CC2)[C:6]([N+:16]([O-])=O)=[CH:5][C:4]=1[NH:19][C:20]1[N:25]=[C:24]([C:26]2[C:34]3[C:29](=[CH:30][CH:31]=[CH:32][CH:33]=3)[N:28]([CH3:35])[CH:27]=2)[CH:23]=[CH:22][N:21]=1.[NH4+:36].[Cl-].[CH2:38]([OH:40])C. The catalyst is O.[Fe]. The product is [CH3:38][O:40][C:7]1[CH:8]=[C:3]([N:36]2[CH2:30][CH2:29][N:28]([CH3:35])[CH2:27][CH2:26]2)[C:4]([NH:19][C:20]2[N:25]=[C:24]([C:26]3[C:34]4[C:29](=[CH:30][CH:31]=[CH:32][CH:33]=4)[N:28]([CH3:35])[CH:27]=3)[CH:23]=[CH:22][N:21]=2)=[CH:5][C:6]=1[NH2:16]. The yield is 0.930. (3) The reactants are [C:1]([O:5][C:6]([NH:8][CH2:9]/[CH:10]=[C:11](/[C:19]1[N:20]=[C:21]([N:29]2[CH2:34][CH2:33][O:32][CH2:31][CH2:30]2)[S:22][C:23]=1[C:24]([O:26][CH2:27][CH3:28])=[O:25])\[C:12]1[CH:17]=[CH:16][C:15]([Cl:18])=[CH:14][CH:13]=1)=[O:7])([CH3:4])([CH3:3])[CH3:2].[H][H]. The catalyst is C(O)C.[OH-].[Pd+2].[OH-]. The product is [C:1]([O:5][C:6]([NH:8][CH2:9][CH2:10][CH:11]([C:19]1[N:20]=[C:21]([N:29]2[CH2:30][CH2:31][O:32][CH2:33][CH2:34]2)[S:22][C:23]=1[C:24]([O:26][CH2:27][CH3:28])=[O:25])[C:12]1[CH:17]=[CH:16][C:15]([Cl:18])=[CH:14][CH:13]=1)=[O:7])([CH3:2])([CH3:3])[CH3:4]. The yield is 0.870. (4) The reactants are [CH3:1][O:2][C:3]1[C:4]([CH3:31])=[C:5]([C:22]([O:29][CH3:30])=[C:23]([O:27][CH3:28])[C:24]=1[O:25][CH3:26])[CH2:6][C:7]1[CH:8]=[CH:9][C:10]([OH:21])=[C:11]([CH:20]=1)[C:12]([N:14]1[CH2:19][CH2:18][O:17][CH2:16][CH2:15]1)=[O:13].[N:32]1[CH:37]=[CH:36][C:35](B(O)O)=[CH:34][CH:33]=1.C(N(CC)CC)C.N1C=CC=CC=1. The catalyst is C(Cl)Cl.C([O-])(=O)C.[Cu+2].C([O-])(=O)C. The product is [CH3:1][O:2][C:3]1[C:4]([CH3:31])=[C:5]([C:22]([O:29][CH3:30])=[C:23]([O:27][CH3:28])[C:24]=1[O:25][CH3:26])[CH2:6][C:7]1[CH:8]=[CH:9][C:10]([O:21][C:35]2[CH:36]=[CH:37][N:32]=[CH:33][CH:34]=2)=[C:11]([CH:20]=1)[C:12]([N:14]1[CH2:15][CH2:16][O:17][CH2:18][CH2:19]1)=[O:13]. The yield is 0.290. (5) The reactants are [CH3:1][O:2][C:3](=[O:15])[C:4]([CH:6]([OH:14])[C:7]1[CH:8]=[N:9][C:10]([CH3:13])=[N:11][CH:12]=1)=[CH2:5].[C:16](OC(=O)C)(=[O:18])[CH3:17].C([O-])(O)=O.[Na+]. The catalyst is CN(C1C=CN=CC=1)C.C(Cl)Cl. The product is [CH3:1][O:2][C:3](=[O:15])[C:4]([CH:6]([O:14][C:16](=[O:18])[CH3:17])[C:7]1[CH:12]=[N:11][C:10]([CH3:13])=[N:9][CH:8]=1)=[CH2:5]. The yield is 0.611. (6) The reactants are [C:1]1([N:7]2[C:12](=S)[C:11]([CH2:14][C:15]3[C:20]([F:21])=[CH:19][CH:18]=[CH:17][C:16]=3[F:22])=[N:10][NH:9][C:8]2=[O:23])[CH:6]=[CH:5][CH:4]=[CH:3][CH:2]=1.[OH:24]O.Cl. The catalyst is [OH-].[K+].CO.O. The product is [C:1]1([N:7]2[C:12](=[O:24])[C:11]([CH2:14][C:15]3[C:20]([F:21])=[CH:19][CH:18]=[CH:17][C:16]=3[F:22])=[N:10][NH:9][C:8]2=[O:23])[CH:6]=[CH:5][CH:4]=[CH:3][CH:2]=1. The yield is 0.858. (7) The product is [O:10]1[C:11]2[CH:2]=[CH:3][CH:4]=[CH:5][C:6]=2[CH2:7][NH:8][CH2:9]1. The yield is 0.780. The catalyst is C(COC)OC.O.C1C=CC([P]([Pd]([P](C2C=CC=CC=2)(C2C=CC=CC=2)C2C=CC=CC=2)([P](C2C=CC=CC=2)(C2C=CC=CC=2)C2C=CC=CC=2)[P](C2C=CC=CC=2)(C2C=CC=CC=2)C2C=CC=CC=2)(C2C=CC=CC=2)C2C=CC=CC=2)=CC=1. The reactants are Br[C:2]1[C:11]2[O:10][CH2:9][N:8](C(C)(C)C)[CH2:7][C:6]=2[CH:5]=[C:4](C(C)(C)C)[CH:3]=1.FC(F)(F)C1C=CC(B(O)O)=CN=1.C(=O)([O-])[O-].[K+].[K+]. (8) The reactants are Cl[C:2](=[O:8])[C:3]([O:5]CC)=O.[F:9][C:10]1[CH:15]=[CH:14][C:13]([NH:16][C:17]([NH:19][CH2:20][C:21]([CH3:24])([CH3:23])[CH3:22])=[S:18])=[CH:12][CH:11]=1. The catalyst is ClCCl. The product is [CH3:22][C:21]([CH3:24])([CH3:23])[CH2:20][N:19]1[C:2](=[O:8])[C:3](=[O:5])[N:16]([C:13]2[CH:12]=[CH:11][C:10]([F:9])=[CH:15][CH:14]=2)[C:17]1=[S:18]. The yield is 0.620. (9) The reactants are [NH2:1][C:2]1[CH2:7][CH2:6][CH2:5][C:4](=[O:8])[CH:3]=1.[Cl:9][C:10]1C=C(Cl)C=[C:12]([Cl:17])[C:11]=1OC(=O)CC(OC1[C:10]([Cl:9])=[CH:11][C:12]([Cl:17])=CC=1Cl)=O.CCOC(C)=O.P(Cl)(Cl)(Cl)=O. The catalyst is BrC1C=CC=CC=1.CCOCC. The product is [Cl:9][C:10]1[CH:11]=[C:12]([Cl:17])[C:3]2[C:4](=[O:8])[CH2:5][CH2:6][CH2:7][C:2]=2[N:1]=1. The yield is 0.300. (10) The reactants are [CH3:1][O:2][C:3]1[C:4]([CH3:20])=[C:5]2[C:10](=[C:11]([CH3:15])[C:12]=1[O:13][CH3:14])[CH:9](CC(N)=O)[NH:8][CH2:7][CH2:6]2.[OH-].[Na+]. The catalyst is O1CCOCC1. The product is [CH3:1][O:2][C:3]1[C:4]([CH3:20])=[C:5]2[C:10](=[C:11]([CH3:15])[C:12]=1[O:13][CH3:14])[CH2:9][NH:8][CH2:7][CH2:6]2. The yield is 0.420.